From a dataset of Reaction yield outcomes from USPTO patents with 853,638 reactions. Predict the reaction yield, written as a fraction of the theoretical maximum amount of product (1.0 means a 100% yield; for example, 0.34 means a 34% yield). (1) The reactants are [CH:1]1([N:4]2[CH:8]=[CH:7][C:6]([NH2:9])=[N:5]2)[CH2:3][CH2:2]1.BrC1[N:12]([CH3:19])[C:13](=O)[C:14]([Br:17])=NC=1.[C:20](=[O:23])([O-])[O-].[Cs+].[Cs+].[CH3:26][C:27]1(C)C2C(=C(P(C3C=CC=CC=3)C3C=CC=CC=3)C=CC=2)OC2C(P(C3C=CC=CC=3)C3C=CC=CC=3)=CC=CC1=2. The catalyst is C(OCC)(=O)C.O.C1C=CC(/C=C/C(/C=C/C2C=CC=CC=2)=O)=CC=1.C1C=CC(/C=C/C(/C=C/C2C=CC=CC=2)=O)=CC=1.C1C=CC(/C=C/C(/C=C/C2C=CC=CC=2)=O)=CC=1.[Pd].[Pd].O1CCOCC1. The product is [Br:17][C:14]1[CH:26]=[C:27]([NH:9][C:6]2[CH:7]=[CH:8][N:4]([CH:1]3[CH2:3][CH2:2]3)[N:5]=2)[C:20](=[O:23])[N:12]([CH3:19])[CH:13]=1. The yield is 0.630. (2) The reactants are [CH3:1][O:2][C:3]1[CH:8]=[CH:7][CH:6]=[C:5]([NH2:9])[CH:4]=1.C1(S([N:19]2[C:23]3=[N:24][CH:25]=[CH:26][CH:27]=[C:22]3[C:21]([C:28]3[CH:33]=[CH:32][N:31]=[C:30](Cl)[N:29]=3)=[CH:20]2)(=O)=O)C=CC=CC=1. No catalyst specified. The product is [CH3:1][O:2][C:3]1[CH:4]=[C:5]([NH:9][C:30]2[N:29]=[C:28]([C:21]3[C:22]4[C:23](=[N:24][CH:25]=[CH:26][CH:27]=4)[NH:19][CH:20]=3)[CH:33]=[CH:32][N:31]=2)[CH:6]=[CH:7][CH:8]=1. The yield is 0.290. (3) The reactants are [Br:1][C:2]1[CH:7]=[CH:6][CH:5]=[C:4]([NH:8][C:9]([NH2:11])=[S:10])[N:3]=1.Cl[CH2:13][CH:14]=O. The catalyst is C(O)C.O. The product is [Br:1][C:2]1[N:3]=[C:4]([NH:8][C:9]2[S:10][CH:13]=[CH:14][N:11]=2)[CH:5]=[CH:6][CH:7]=1. The yield is 0.960. (4) The reactants are [Cl:1][C:2]1[CH:15]=[CH:14][C:5]([CH2:6][N:7]2[CH2:12][CH2:11][CH:10]([NH2:13])[CH2:9][CH2:8]2)=[CH:4][C:3]=1[O:16][CH2:17][CH3:18].[CH3:19][C:20]1[CH:28]=[C:27]([CH3:29])[CH:26]=[CH:25][C:21]=1[C:22](O)=[O:23]. No catalyst specified. The product is [Cl:1][C:2]1[CH:15]=[CH:14][C:5]([CH2:6][N:7]2[CH2:12][CH2:11][CH:10]([NH:13][C:22](=[O:23])[C:21]3[CH:25]=[CH:26][C:27]([CH3:29])=[CH:28][C:20]=3[CH3:19])[CH2:9][CH2:8]2)=[CH:4][C:3]=1[O:16][CH2:17][CH3:18]. The yield is 0.0800. (5) The reactants are Br[C:2]1[CH:7]=[CH:6][C:5]([F:8])=[CH:4][N:3]=1.[O:9]1[C:13]2[CH:14]=[CH:15][CH:16]=[CH:17][C:12]=2[N:11]=[CH:10]1. No catalyst specified. The product is [F:8][C:5]1[CH:6]=[CH:7][C:2]([C:4]#[C:5][CH2:6][CH2:7][C:10]2[O:9][C:13]3[CH:14]=[CH:15][CH:16]=[CH:17][C:12]=3[N:11]=2)=[N:3][CH:4]=1. The yield is 0.0500.